From a dataset of NCI-60 drug combinations with 297,098 pairs across 59 cell lines. Regression. Given two drug SMILES strings and cell line genomic features, predict the synergy score measuring deviation from expected non-interaction effect. (1) Cell line: MCF7. Drug 2: C1=CC=C(C(=C1)C(C2=CC=C(C=C2)Cl)C(Cl)Cl)Cl. Synergy scores: CSS=5.38, Synergy_ZIP=2.02, Synergy_Bliss=3.23, Synergy_Loewe=0.823, Synergy_HSA=1.99. Drug 1: C1CCC(C1)C(CC#N)N2C=C(C=N2)C3=C4C=CNC4=NC=N3. (2) Drug 1: CC12CCC3C(C1CCC2=O)CC(=C)C4=CC(=O)C=CC34C. Drug 2: COC1=C2C(=CC3=C1OC=C3)C=CC(=O)O2. Cell line: HS 578T. Synergy scores: CSS=50.4, Synergy_ZIP=3.02, Synergy_Bliss=4.45, Synergy_Loewe=4.37, Synergy_HSA=3.95. (3) Drug 1: CC1=CC2C(CCC3(C2CCC3(C(=O)C)OC(=O)C)C)C4(C1=CC(=O)CC4)C. Drug 2: C1=C(C(=O)NC(=O)N1)N(CCCl)CCCl. Cell line: NCI-H226. Synergy scores: CSS=3.07, Synergy_ZIP=-2.58, Synergy_Bliss=-1.60, Synergy_Loewe=-13.9, Synergy_HSA=-6.85. (4) Drug 1: CC1=C(C=C(C=C1)C(=O)NC2=CC(=CC(=C2)C(F)(F)F)N3C=C(N=C3)C)NC4=NC=CC(=N4)C5=CN=CC=C5. Drug 2: CC=C1C(=O)NC(C(=O)OC2CC(=O)NC(C(=O)NC(CSSCCC=C2)C(=O)N1)C(C)C)C(C)C. Cell line: NCI-H522. Synergy scores: CSS=1.21, Synergy_ZIP=2.67, Synergy_Bliss=-0.0967, Synergy_Loewe=-57.6, Synergy_HSA=-5.55. (5) Drug 1: CC12CCC(CC1=CCC3C2CCC4(C3CC=C4C5=CN=CC=C5)C)O. Drug 2: CCC1(CC2CC(C3=C(CCN(C2)C1)C4=CC=CC=C4N3)(C5=C(C=C6C(=C5)C78CCN9C7C(C=CC9)(C(C(C8N6C=O)(C(=O)OC)O)OC(=O)C)CC)OC)C(=O)OC)O.OS(=O)(=O)O. Cell line: MOLT-4. Synergy scores: CSS=56.8, Synergy_ZIP=9.94, Synergy_Bliss=11.4, Synergy_Loewe=-18.4, Synergy_HSA=10.6.